Dataset: Full USPTO retrosynthesis dataset with 1.9M reactions from patents (1976-2016). Task: Predict the reactants needed to synthesize the given product. (1) Given the product [Br:1][C:2]1[CH:3]=[CH:4][C:5]([CH2:9][O:10][CH3:13])=[N+:6]([O-:8])[CH:7]=1, predict the reactants needed to synthesize it. The reactants are: [Br:1][C:2]1[CH:3]=[CH:4][C:5]([CH2:9][OH:10])=[N+:6]([O-:8])[CH:7]=1.[H-].[Na+].[CH3:13]I. (2) Given the product [Br:1][C:2]1[CH:7]=[N:6][C:5]([CH3:8])=[C:4]2[NH:9][CH:12]=[CH:13][C:3]=12, predict the reactants needed to synthesize it. The reactants are: [Br:1][C:2]1[CH:3]=[C:4]([N+:9]([O-])=O)[C:5]([CH3:8])=[N:6][CH:7]=1.[CH:12]([Mg]Br)=[CH2:13].